Predict which catalyst facilitates the given reaction. From a dataset of Catalyst prediction with 721,799 reactions and 888 catalyst types from USPTO. (1) Reactant: C(Cl)(=O)C(Cl)=O.CS(C)=O.[C:11]([N:18]1[CH2:24][CH2:23][CH2:22][C@H:19]1[CH2:20][OH:21])([O:13]C(C)(C)C)=[O:12].C(N(CC)CC)C. Product: [CH:20]([C@@H:19]1[CH2:22][CH2:23][CH2:24][N:18]1[C:11]([OH:13])=[O:12])=[O:21]. The catalyst class is: 4. (2) Reactant: ClC1C=CC=C(C(OO)=[O:9])C=1.[Cl:12][C:13]1[S:17][N:16]=[C:15]([CH3:18])[C:14]=1[CH2:19][S:20][C:21]1[CH2:25][C:24]([CH3:27])([CH3:26])[O:23][N:22]=1.[OH2:28]. Product: [Cl:12][C:13]1[S:17][N:16]=[C:15]([CH3:18])[C:14]=1[CH2:19][S:20]([C:21]1[CH2:25][C:24]([CH3:27])([CH3:26])[O:23][N:22]=1)(=[O:9])=[O:28]. The catalyst class is: 22. (3) Reactant: Br[C:2]1[CH:3]=[N:4][C:5]2[C:10]([CH:11]=1)=[CH:9][CH:8]=[CH:7][CH:6]=2.[B:12](OC(C)C)([O:17]C(C)C)[O:13]C(C)C.[Li]CCCC.Cl. Product: [N:4]1[C:5]2[C:10](=[CH:9][CH:8]=[CH:7][CH:6]=2)[CH:11]=[C:2]([B:12]([OH:17])[OH:13])[CH:3]=1. The catalyst class is: 1. (4) Reactant: [Br:1][C:2]1[C:7]([CH3:8])=[CH:6][C:5]([C:9]([C:11]2[CH:16]=[CH:15][C:14]([F:17])=[CH:13][CH:12]=2)=O)=[C:4]([OH:18])[CH:3]=1.C1(P(=[CH:38][C:39](OC)=[O:40])(C2C=CC=CC=2)C2C=CC=CC=2)C=CC=CC=1. Product: [Br:1][C:2]1[CH:3]=[C:4]2[C:5]([C:9]([C:11]3[CH:16]=[CH:15][C:14]([F:17])=[CH:13][CH:12]=3)=[CH:38][C:39](=[O:40])[O:18]2)=[CH:6][C:7]=1[CH3:8]. The catalyst class is: 11.